Dataset: Full USPTO retrosynthesis dataset with 1.9M reactions from patents (1976-2016). Task: Predict the reactants needed to synthesize the given product. (1) Given the product [Br:14][C:11]1[CH:12]=[CH:13][C:8]([C:5]2[CH:6]=[CH:7][C:2]([Br:1])=[CH:3][C:4]=2[O:18][CH3:19])=[C:9]([NH2:15])[CH:10]=1, predict the reactants needed to synthesize it. The reactants are: [Br:1][C:2]1[CH:7]=[CH:6][C:5]([C:8]2[CH:13]=[CH:12][C:11]([Br:14])=[CH:10][C:9]=2[N+:15]([O-])=O)=[C:4]([O:18][CH3:19])[CH:3]=1.NN. (2) Given the product [C:1]([C:5]1[N:10]=[C:9]2[N:11]([CH2:22][C:23]3[CH:28]=[CH:27][CH:26]=[CH:25][C:24]=3[C:29]([F:30])([F:31])[F:32])[N:12]=[CH:13][C:8]2=[C:7]([N:14]2[CH2:18][CH2:17][C:16]([F:19])([F:20])[CH2:15]2)[N:6]=1)([CH3:4])([CH3:2])[CH3:3], predict the reactants needed to synthesize it. The reactants are: [C:1]([C:5]1[N:10]=[C:9]2[NH:11][N:12]=[CH:13][C:8]2=[C:7]([N:14]2[CH2:18][CH2:17][C:16]([F:20])([F:19])[CH2:15]2)[N:6]=1)([CH3:4])([CH3:3])[CH3:2].Cl[CH2:22][C:23]1[CH:28]=[CH:27][CH:26]=[CH:25][C:24]=1[C:29]([F:32])([F:31])[F:30]. (3) Given the product [C:11]([C:6]1[CH:5]=[C:4]2[C:9](=[CH:8][CH:7]=1)[NH:1][C:2](=[O:10])[CH2:3]2)(=[O:13])[CH3:12], predict the reactants needed to synthesize it. The reactants are: [NH:1]1[C:9]2[C:4](=[CH:5][CH:6]=[CH:7][CH:8]=2)[CH2:3][C:2]1=[O:10].[C:11](Cl)(=[O:13])[CH3:12]. (4) Given the product [OH:26][C:25]1[C:18]2[CH:19]=[N:20][N:21]([CH:22]([CH3:24])[CH3:23])[C:17]=2[NH:16][C:7](=[O:9])[C:6]=1[C:5]([O:13][CH2:14][CH3:15])=[O:12], predict the reactants needed to synthesize it. The reactants are: CC[O-].[Na+].[C:5]([O:13][CH2:14][CH3:15])(=[O:12])[CH2:6][C:7]([O:9]CC)=O.[NH2:16][C:17]1[N:21]([CH:22]([CH3:24])[CH3:23])[N:20]=[CH:19][C:18]=1[C:25](OCC)=[O:26]. (5) Given the product [CH3:40][N:38]([CH3:39])[CH2:37][CH2:36][C:28]1[C:27]2[C:26]([OH:25])=[CH:34][C:33]([F:35])=[CH:32][C:31]=2[N:30]([CH2:3][CH3:4])[CH:29]=1, predict the reactants needed to synthesize it. The reactants are: CN(C)[CH2:3][CH2:4]C1C2C(O)=CC=C(F)C=2N(C)C=1.C([O:25][C:26]1[CH:34]=[C:33]([F:35])[CH:32]=[C:31]2[C:27]=1[C:28]([CH2:36][CH2:37][N:38]([CH3:40])[CH3:39])=[CH:29][NH:30]2)C1C=CC=CC=1. (6) Given the product [O:47]=[C:41]1[CH:40]([N:33]2[C:32](=[O:48])[C:31]3[C:36](=[CH:37][CH:38]=[C:29]([CH2:28][NH:27][C:7](=[O:9])[C:6]4[CH:5]=[CH:4][C:3]([C:2]([F:1])([F:13])[F:12])=[CH:11][CH:10]=4)[CH:30]=3)[N:35]=[C:34]2[CH3:39])[CH2:45][CH2:44][C:43](=[O:46])[NH:42]1, predict the reactants needed to synthesize it. The reactants are: [F:1][C:2]([F:13])([F:12])[C:3]1[CH:11]=[CH:10][C:6]([C:7]([OH:9])=O)=[CH:5][CH:4]=1.C(N1C=CN=C1)(N1C=CN=C1)=O.Cl.[NH2:27][CH2:28][C:29]1[CH:30]=[C:31]2[C:36](=[CH:37][CH:38]=1)[N:35]=[C:34]([CH3:39])[N:33]([CH:40]1[CH2:45][CH2:44][C:43](=[O:46])[NH:42][C:41]1=[O:47])[C:32]2=[O:48]. (7) Given the product [NH:6]1[C:7]2[C:3](=[C:2]([C:18]3[CH:19]=[C:14]([CH:15]=[CH:16][CH:17]=3)[C:11]([OH:13])=[O:12])[CH:10]=[CH:9][CH:8]=2)[CH:4]=[CH:5]1, predict the reactants needed to synthesize it. The reactants are: Br[C:2]1[CH:10]=[CH:9][CH:8]=[C:7]2[C:3]=1[CH:4]=[CH:5][NH:6]2.[C:11]([C:14]1[CH:15]=[C:16](B(O)O)[CH:17]=[CH:18][CH:19]=1)([OH:13])=[O:12].[OH-].[Na+]. (8) Given the product [F:4][C:2]([C:5]1[N:9]2[C:10]3[CH:34]=[CH:33][C:32]([C:35]([F:36])([F:37])[F:38])=[CH:31][C:11]=3[C@H:12]([C:21]3[CH:26]=[CH:25][CH:24]=[C:23]([O:27][CH3:28])[C:22]=3[O:29][CH3:30])[O:13][C@@H:14]([CH2:15][C:16]([OH:18])=[O:17])[C:8]2=[N:7][N:6]=1)([F:1])[CH3:3], predict the reactants needed to synthesize it. The reactants are: [F:1][C:2]([C:5]1[N:9]2[C:10]3[CH:34]=[CH:33][C:32]([C:35]([F:38])([F:37])[F:36])=[CH:31][C:11]=3[C@H:12]([C:21]3[CH:26]=[CH:25][CH:24]=[C:23]([O:27][CH3:28])[C:22]=3[O:29][CH3:30])[O:13][C@@H:14]([CH2:15][C:16]([O:18]CC)=[O:17])[C:8]2=[N:7][N:6]=1)([F:4])[CH3:3].Cl.